Dataset: Reaction yield outcomes from USPTO patents with 853,638 reactions. Task: Predict the reaction yield, written as a fraction of the theoretical maximum amount of product (1.0 means a 100% yield; for example, 0.34 means a 34% yield). The reactants are Br[C:2]1[CH:3]=[C:4]2[N:10]=[CH:9][N:8]([CH2:11][C:12]3[CH:28]=[CH:27][C:15]4[N:16]=[C:17]([NH:19][C@@H:20]5[CH2:25][CH2:24][CH2:23][CH2:22][C@H:21]5[OH:26])[S:18][C:14]=4[CH:13]=3)[C:5]2=[N:6][CH:7]=1.[CH3:29][S:30]([O-:32])=[O:31].[Na+].CN(C)CCN. The catalyst is CS(C)=O. The product is [CH3:29][S:30]([C:2]1[CH:3]=[C:4]2[N:10]=[CH:9][N:8]([CH2:11][C:12]3[CH:28]=[CH:27][C:15]4[N:16]=[C:17]([NH:19][C@@H:20]5[CH2:25][CH2:24][CH2:23][CH2:22][C@H:21]5[OH:26])[S:18][C:14]=4[CH:13]=3)[C:5]2=[N:6][CH:7]=1)(=[O:32])=[O:31]. The yield is 0.120.